This data is from hERG potassium channel inhibition data for cardiac toxicity prediction from Karim et al.. The task is: Regression/Classification. Given a drug SMILES string, predict its toxicity properties. Task type varies by dataset: regression for continuous values (e.g., LD50, hERG inhibition percentage) or binary classification for toxic/non-toxic outcomes (e.g., AMES mutagenicity, cardiotoxicity, hepatotoxicity). Dataset: herg_karim. (1) The compound is Cc1cc(=O)n2c3c(c(F)cnc13)[C@@](O)(CC13CCC(NCc4ccc5c(n4)NC(=O)CO5)(CC1)CO3)C2. The result is 0 (non-blocker). (2) The compound is CC1(C)CC(NC(=O)C(O)C(F)(F)F)c2cc(-c3ccc(Cl)cc3)c(-c3ccc(Cl)cc3Cl)nc2O1. The result is 1 (blocker).